From a dataset of Catalyst prediction with 721,799 reactions and 888 catalyst types from USPTO. Predict which catalyst facilitates the given reaction. Reactant: [N:1]1[C:6]2[S:7][CH:8]=[CH:9][C:5]=2[C:4]([OH:10])=[N:3][CH:2]=1.[Br:11]Br.C([O-])(O)=O.[Na+]. Product: [Br:11][C:8]1[S:7][C:6]2[N:1]=[CH:2][N:3]=[C:4]([OH:10])[C:5]=2[CH:9]=1. The catalyst class is: 15.